From a dataset of Full USPTO retrosynthesis dataset with 1.9M reactions from patents (1976-2016). Predict the reactants needed to synthesize the given product. (1) Given the product [I:25][C:2]1[CH:12]=[CH:11][C:10]2[CH:9]3[CH2:13][CH2:14][CH:5]([CH2:6][N:7]([C:15](=[O:20])[C:16]([F:19])([F:18])[F:17])[CH2:8]3)[C:4]=2[CH:3]=1, predict the reactants needed to synthesize it. The reactants are: N[C:2]1[CH:12]=[CH:11][C:10]2[CH:9]3[CH2:13][CH2:14][CH:5]([CH2:6][N:7]([C:15](=[O:20])[C:16]([F:19])([F:18])[F:17])[CH2:8]3)[C:4]=2[CH:3]=1.N([O-])=O.[Na+].[I-:25].[K+]. (2) Given the product [CH2:1]([S:3]([C:6]1[CH:7]=[CH:8][C:9]([CH2:10][NH:11][C:12]([C:14]2[CH:15]=[C:16]3[CH2:22][N:21]([C:29]([O:31][CH2:32][C:33]4[CH:38]=[CH:37][CH:36]=[CH:35][CH:34]=4)=[O:30])[C@@H:20]([CH:23]([CH3:24])[CH3:25])[C:17]3=[N:18][CH:19]=2)=[O:13])=[CH:26][CH:27]=1)(=[O:5])=[O:4])[CH3:2], predict the reactants needed to synthesize it. The reactants are: [CH2:1]([S:3]([C:6]1[CH:27]=[CH:26][C:9]([CH2:10][NH:11][C:12]([C:14]2[CH:15]=[C:16]3[CH2:22][NH:21][C@@H:20]([CH:23]([CH3:25])[CH3:24])[C:17]3=[N:18][CH:19]=2)=[O:13])=[CH:8][CH:7]=1)(=[O:5])=[O:4])[CH3:2].Cl[C:29]([O:31][CH2:32][C:33]1[CH:38]=[CH:37][CH:36]=[CH:35][CH:34]=1)=[O:30].C(N(CC)CC)C. (3) Given the product [Br:1][C:2]1[CH:3]=[C:4]([C:8]([N:11]2[CH2:17][CH2:16][O:15][CH2:14][CH2:13]2)([CH3:9])[CH3:10])[CH:5]=[CH:6][CH:7]=1, predict the reactants needed to synthesize it. The reactants are: [Br:1][C:2]1[CH:3]=[C:4]([C:8]([NH2:11])([CH3:10])[CH3:9])[CH:5]=[CH:6][CH:7]=1.Br[CH2:13][CH2:14][O:15][CH2:16][CH2:17]Br.C(=O)([O-])[O-].[K+].[K+].